From a dataset of Full USPTO retrosynthesis dataset with 1.9M reactions from patents (1976-2016). Predict the reactants needed to synthesize the given product. (1) Given the product [F:40][C:37]([F:38])([F:39])[C:32]([C:14]1[CH:15]=[C:16]([C:4]2[CH:5]=[CH:6][CH:7]=[C:2]([F:1])[CH:3]=2)[C:17]([N:18]2[CH2:23][CH2:22][N:21]([S:24]([C:27]3[S:28][CH:29]=[CH:30][CH:31]=3)(=[O:25])=[O:26])[CH2:20][CH2:19]2)=[CH:12][CH:13]=1)([OH:41])[C:33]([F:36])([F:35])[F:34], predict the reactants needed to synthesize it. The reactants are: [F:1][C:2]1[CH:3]=[C:4](B(O)O)[CH:5]=[CH:6][CH:7]=1.Br[C:12]1[CH:13]=[C:14]([C:32]([OH:41])([C:37]([F:40])([F:39])[F:38])[C:33]([F:36])([F:35])[F:34])[CH:15]=[CH:16][C:17]=1[N:18]1[CH2:23][CH2:22][N:21]([S:24]([C:27]2[S:28][CH:29]=[CH:30][CH:31]=2)(=[O:26])=[O:25])[CH2:20][CH2:19]1. (2) The reactants are: [CH3:1][O:2][CH2:3][C:4]1[O:5][CH:6]=[N:7][N:8]=1.[Li]CCCC.[N:14]#N.CCOCC.[C:21]([C@:28](N)([CH2:31][CH3:32])[CH:29]=[O:30])([O:23][C:24]([CH3:27])([CH3:26])[CH3:25])=[O:22]. Given the product [C:21]([CH:28]([CH2:31][CH3:32])[C@@:29]([NH2:14])([C:6]1[O:5][C:4]([CH2:3][O:2][CH3:1])=[N:8][N:7]=1)[OH:30])([O:23][C:24]([CH3:27])([CH3:26])[CH3:25])=[O:22], predict the reactants needed to synthesize it. (3) Given the product [CH3:24][O:25][C:26](=[O:42])[C:27]([CH3:41])([O:34][C:35]1[CH:36]=[CH:37][CH:38]=[CH:39][CH:40]=1)[CH2:28][C:29]1[S:30][C:31]([C:15](=[O:17])[CH2:14][CH2:13][C:3]2[N:4]=[C:5]([C:7]3[CH:8]=[CH:9][CH:10]=[CH:11][CH:12]=3)[O:6][C:2]=2[CH3:1])=[CH:32][CH:33]=1, predict the reactants needed to synthesize it. The reactants are: [CH3:1][C:2]1[O:6][C:5]([C:7]2[CH:12]=[CH:11][CH:10]=[CH:9][CH:8]=2)=[N:4][C:3]=1[CH2:13][CH2:14][C:15]([OH:17])=O.C(Cl)(=O)C(Cl)=O.[CH3:24][O:25][C:26](=[O:42])[C:27]([CH3:41])([O:34][C:35]1[CH:40]=[CH:39][CH:38]=[CH:37][CH:36]=1)[CH2:28][C:29]1[S:30][CH:31]=[CH:32][CH:33]=1.Cl[Sn](Cl)(Cl)Cl.